This data is from TCR-epitope binding with 47,182 pairs between 192 epitopes and 23,139 TCRs. The task is: Binary Classification. Given a T-cell receptor sequence (or CDR3 region) and an epitope sequence, predict whether binding occurs between them. (1) The epitope is QARQMVQAMRTIGTHP. The TCR CDR3 sequence is CASSYGGASYNEQFF. Result: 0 (the TCR does not bind to the epitope). (2) The epitope is RTLNAWVKV. The TCR CDR3 sequence is CASSGDPQSSYNSPLHF. Result: 0 (the TCR does not bind to the epitope). (3) The epitope is ELAGIGILTV. The TCR CDR3 sequence is CASSRGAGAGTDTQYF. Result: 1 (the TCR binds to the epitope). (4) The epitope is GVAMPNLYK. The TCR CDR3 sequence is CASSQLDRAGTDTQYF. Result: 0 (the TCR does not bind to the epitope).